The task is: Predict the reactants needed to synthesize the given product.. This data is from Full USPTO retrosynthesis dataset with 1.9M reactions from patents (1976-2016). The reactants are: Cl[C:2]1[C:11]2[C:6](=[CH:7][C:8]([Cl:12])=[CH:9][CH:10]=2)[N:5]=[C:4]([NH2:13])[CH:3]=1.[F:14][C:15]1[CH:20]=[CH:19][C:18]([CH2:21][C:22]([OH:24])=O)=[CH:17][CH:16]=1.CN(C(ON1N=[N:40][C:35]2C=[CH:37][CH:38]=[N:39][C:34]1=2)=[N+](C)C)C.F[P-](F)(F)(F)(F)F.C(N(CC)CC)C. Given the product [Cl:12][C:8]1[CH:7]=[C:6]2[C:11]([C:2]([N:39]3[CH2:34][CH2:35][N:40]([C:22](=[O:24])[CH2:21][C:18]4[CH:17]=[CH:16][C:15]([F:14])=[CH:20][CH:19]=4)[CH2:37][CH2:38]3)=[CH:3][C:4]([NH2:13])=[N:5]2)=[CH:10][CH:9]=1, predict the reactants needed to synthesize it.